From a dataset of Catalyst prediction with 721,799 reactions and 888 catalyst types from USPTO. Predict which catalyst facilitates the given reaction. Reactant: Cl[C:2]1[C:7]([I:8])=[C:6]([CH3:9])[N:5]=[C:4]([NH2:10])[N:3]=1.Cl.[O:12]1[CH2:16][CH2:15][C@@H:14]([NH2:17])[CH2:13]1.C(N(CC)CC)C. The catalyst class is: 88. Product: [I:8][C:7]1[C:2]([NH:17][C@@H:14]2[CH2:15][CH2:16][O:12][CH2:13]2)=[N:3][C:4]([NH2:10])=[N:5][C:6]=1[CH3:9].